This data is from Catalyst prediction with 721,799 reactions and 888 catalyst types from USPTO. The task is: Predict which catalyst facilitates the given reaction. Reactant: [OH:1][NH:2][C:3]([C:5]1[CH:6]=[CH:7][C:8]([N:11]2[CH:16]3[CH2:17][CH2:18][CH:12]2[CH2:13][N:14]([C:19]([O:21][C:22]([CH3:25])([CH3:24])[CH3:23])=[O:20])[CH2:15]3)=[N:9][CH:10]=1)=[NH:4].CN([CH:29]=[O:30])C.ClC(OC)=O. Product: [O:30]=[C:29]1[O:1][N:2]=[C:3]([C:5]2[CH:6]=[CH:7][C:8]([N:11]3[CH:12]4[CH2:18][CH2:17][CH:16]3[CH2:15][N:14]([C:19]([O:21][C:22]([CH3:25])([CH3:24])[CH3:23])=[O:20])[CH2:13]4)=[N:9][CH:10]=2)[NH:4]1. The catalyst class is: 17.